Predict which catalyst facilitates the given reaction. From a dataset of Catalyst prediction with 721,799 reactions and 888 catalyst types from USPTO. (1) Reactant: [Zn:1](OC(C)=O)[O:2][C:3]([CH3:5])=[O:4].O.O. Product: [C:3]([O-:4])(=[O:2])[CH3:5].[Zn+2:1].[C:3]([O-:4])(=[O:2])[CH3:5]. The catalyst class is: 6. (2) Reactant: [C:1]([O:10]C)(=O)[C:2]1[C:3](=[CH:5][CH:6]=[CH:7][CH:8]=1)[SH:4].[C:12]([C:14]1[CH:25]=[CH:24][C:17]([C:18]([NH:20][CH2:21][CH2:22][CH3:23])=[O:19])=[CH:16][N:15]=1)#[N:13].C(N(CC)CC)C. Product: [O:10]=[C:1]1[C:2]2[CH:8]=[CH:7][CH:6]=[CH:5][C:3]=2[S:4][C:12]([C:14]2[CH:25]=[CH:24][C:17]([C:18]([NH:20][CH2:21][CH2:22][CH3:23])=[O:19])=[CH:16][N:15]=2)=[N:13]1. The catalyst class is: 11. (3) Reactant: CN(C=O)C.[CH2:6]1[C:14]2[C:9](=[CH:10][CH:11]=[CH:12][CH:13]=2)[CH2:8][CH:7]1[NH:15][C:16](=[O:37])/[C:17](=[CH:22]/[C:23]1[CH:28]=[CH:27][C:26]([N:29]2[CH:33]=[C:32]([CH3:34])[N:31]=[CH:30]2)=[C:25]([O:35][CH3:36])[CH:24]=1)/[CH2:18][CH2:19][CH2:20]Cl.[H-].[Na+]. Product: [CH2:6]1[C:14]2[C:9](=[CH:10][CH:11]=[CH:12][CH:13]=2)[CH2:8][CH:7]1[N:15]1[CH2:20][CH2:19][CH2:18]/[C:17](=[CH:22]\[C:23]2[CH:28]=[CH:27][C:26]([N:29]3[CH:33]=[C:32]([CH3:34])[N:31]=[CH:30]3)=[C:25]([O:35][CH3:36])[CH:24]=2)/[C:16]1=[O:37]. The catalyst class is: 6. (4) Reactant: [CH3:1][O:2][C:3]1[CH:4]=[C:5]([O:15][C:16]2[CH:21]=[CH:20][C:19]([S:22]([CH3:25])(=[O:24])=[O:23])=[CH:18][N:17]=2)[CH:6]=[C:7]2[C:11]=1[NH:10][C:9]([C:12]([NH2:14])=O)=[CH:8]2.COC1C=CC(P2(SP(C3C=CC(OC)=CC=3)(=S)S2)=[S:35])=CC=1. Product: [CH3:1][O:2][C:3]1[CH:4]=[C:5]([O:15][C:16]2[CH:21]=[CH:20][C:19]([S:22]([CH3:25])(=[O:24])=[O:23])=[CH:18][N:17]=2)[CH:6]=[C:7]2[C:11]=1[NH:10][C:9]([C:12](=[S:35])[NH2:14])=[CH:8]2. The catalyst class is: 7. (5) Reactant: [CH3:1][C:2]([CH3:59])([CH3:58])[CH2:3][O:4][C:5](=[O:57])[C:6]([CH3:56])([CH3:55])[C:7]([O:9][CH2:10][O:11][C:12]1[N:13]([C:49]2[N:54]=[CH:53][CH:52]=[CH:51][N:50]=2)[N:14]=[C:15]([CH:17]([NH:31][C:32]2[CH:37]=[CH:36][C:35]([C:38]([NH2:48])=[N:39]C(=O)C3C=CC=CC=3)=[CH:34][CH:33]=2)[C:18]2[CH:23]=[C:22]([O:24][CH3:25])[CH:21]=[C:20]([O:26][CH2:27][CH2:28][OH:29])[C:19]=2[F:30])[N:16]=1)=[O:8].CO. Product: [C:5]([OH:57])(=[O:4])[CH3:6].[CH3:1][C:2]([CH3:59])([CH3:58])[CH2:3][O:4][C:5](=[O:57])[C:6]([CH3:56])([CH3:55])[C:7]([O:9][CH2:10][O:11][C:12]1[N:13]([C:49]2[N:50]=[CH:51][CH:52]=[CH:53][N:54]=2)[N:14]=[C:15]([CH:17]([NH:31][C:32]2[CH:33]=[CH:34][C:35]([C:38](=[NH:39])[NH2:48])=[CH:36][CH:37]=2)[C:18]2[CH:23]=[C:22]([O:24][CH3:25])[CH:21]=[C:20]([O:26][CH2:27][CH2:28][OH:29])[C:19]=2[F:30])[N:16]=1)=[O:8]. The catalyst class is: 15. (6) Reactant: [CH3:1][O:2][C:3]([C:5]1[S:28][C:8]2[N:9]=[CH:10][N:11]=[C:12]([NH:13][C:14]3[CH:19]=[CH:18][C:17]([F:20])=[CH:16][C:15]=3[O:21][C@H:22]3[CH2:26][CH2:25][C@H:24]([NH2:27])[CH2:23]3)[C:7]=2[C:6]=1[CH3:29])=[O:4].[C:30](O[C:30]([O:32][C:33]([CH3:36])([CH3:35])[CH3:34])=[O:31])([O:32][C:33]([CH3:36])([CH3:35])[CH3:34])=[O:31].C(N(CC)CC)C. Product: [CH3:1][O:2][C:3]([C:5]1[S:28][C:8]2[N:9]=[CH:10][N:11]=[C:12]([NH:13][C:14]3[CH:19]=[CH:18][C:17]([F:20])=[CH:16][C:15]=3[O:21][C@H:22]3[CH2:26][CH2:25][C@H:24]([NH:27][C:30]([O:32][C:33]([CH3:36])([CH3:35])[CH3:34])=[O:31])[CH2:23]3)[C:7]=2[C:6]=1[CH3:29])=[O:4]. The catalyst class is: 1. (7) Reactant: [NH2:1][C:2]1[C:3]([C:12]([OH:14])=[O:13])=[CH:4][C:5]2[C:10]([CH:11]=1)=[CH:9][CH:8]=[CH:7][CH:6]=2.[C:15](Cl)(=[O:20])[CH2:16][CH:17]([CH3:19])[CH3:18].O. Product: [CH3:18][CH:17]([CH3:19])[CH2:16][C:15]([NH:1][C:2]1[C:3]([C:12]([OH:14])=[O:13])=[CH:4][C:5]2[C:10]([CH:11]=1)=[CH:9][CH:8]=[CH:7][CH:6]=2)=[O:20]. The catalyst class is: 3.